This data is from Catalyst prediction with 721,799 reactions and 888 catalyst types from USPTO. The task is: Predict which catalyst facilitates the given reaction. (1) Reactant: [N:1]1([C:6]2[CH:16]=[CH:15][C:9]([C:10](OCC)=[O:11])=[CH:8][CH:7]=2)[CH:5]=[CH:4][CH:3]=[N:2]1.O.[NH2:18][NH2:19]. Product: [N:1]1([C:6]2[CH:16]=[CH:15][C:9]([C:10]([NH:18][NH2:19])=[O:11])=[CH:8][CH:7]=2)[CH:5]=[CH:4][CH:3]=[N:2]1. The catalyst class is: 14. (2) Reactant: Br[CH2:2][CH2:3][CH2:4][CH2:5][CH2:6][CH2:7][CH2:8][C:9]([NH:11][C:12]1[CH:41]=[CH:40][C:15]([C:16]([NH:18][CH2:19][C:20]2[C:21]([NH:33][CH:34]3[CH2:39][CH2:38][O:37][CH2:36][CH2:35]3)=[C:22]3[CH:30]=[N:29][N:28]([CH2:31][CH3:32])[C:23]3=[N:24][C:25]=2[CH2:26][CH3:27])=[O:17])=[CH:14][CH:13]=1)=[O:10].[CH3:42][NH:43][CH2:44][CH2:45][OH:46].C(N(CC)C(C)C)(C)C. Product: [CH2:31]([N:28]1[C:23]2=[N:24][C:25]([CH2:26][CH3:27])=[C:20]([CH2:19][NH:18][C:16](=[O:17])[C:15]3[CH:40]=[CH:41][C:12]([NH:11][C:9](=[O:10])[CH2:8][CH2:7][CH2:6][CH2:5][CH2:4][CH2:3][CH2:2][N:43]([CH2:44][CH2:45][OH:46])[CH3:42])=[CH:13][CH:14]=3)[C:21]([NH:33][CH:34]3[CH2:39][CH2:38][O:37][CH2:36][CH2:35]3)=[C:22]2[CH:30]=[N:29]1)[CH3:32]. The catalyst class is: 9.